This data is from Full USPTO retrosynthesis dataset with 1.9M reactions from patents (1976-2016). The task is: Predict the reactants needed to synthesize the given product. (1) The reactants are: [NH2:1][CH:2]([C:5]1[CH:10]=[CH:9][CH:8]=[CH:7][C:6]=1[C:11]([F:14])([F:13])[F:12])[CH2:3][OH:4].C([O-])([O-])=O.[K+].[K+].[Br:21][C:22]1[CH:23]=[C:24]([CH:29]=[CH:30][C:31]=1[CH2:32]Br)[C:25]([O:27][CH3:28])=[O:26]. Given the product [Br:21][C:22]1[CH:23]=[C:24]([CH:29]=[CH:30][C:31]=1[CH2:32][NH:1][CH:2]([C:5]1[CH:10]=[CH:9][CH:8]=[CH:7][C:6]=1[C:11]([F:12])([F:13])[F:14])[CH2:3][OH:4])[C:25]([O:27][CH3:28])=[O:26], predict the reactants needed to synthesize it. (2) Given the product [Br:1][C:2]1[CH:11]=[CH:10][C:9]2[C:4](=[CH:5][CH:6]=[C:7]([CH:20]=[CH2:21])[CH:8]=2)[CH:3]=1, predict the reactants needed to synthesize it. The reactants are: [Br:1][C:2]1[CH:3]=[C:4]2[C:9](=[CH:10][CH:11]=1)[CH:8]=[C:7](OS(C(F)(F)F)(=O)=O)[CH:6]=[CH:5]2.[CH:20]([B-](F)(F)F)=[CH2:21].[K+].C(N(CC)CC)C.O. (3) Given the product [N:45]1([C:34]([N:15]2[CH2:14][C:13]3[CH:16]=[CH:17][C:18]([C:20]([O:22][CH3:23])=[O:21])=[CH:19][C:12]=3[O:11][CH2:10][C@@H:9]2[C:6]2[CH:5]=[CH:4][C:3]([C:2]([F:1])([F:24])[F:25])=[CH:8][CH:7]=2)=[O:36])[CH2:50][CH2:49][O:48][CH2:47][CH2:46]1, predict the reactants needed to synthesize it. The reactants are: [F:1][C:2]([F:25])([F:24])[C:3]1[CH:8]=[CH:7][C:6]([C@@H:9]2[NH:15][CH2:14][C:13]3[CH:16]=[CH:17][C:18]([C:20]([O:22][CH3:23])=[O:21])=[CH:19][C:12]=3[O:11][CH2:10]2)=[CH:5][CH:4]=1.CCN(CC)CC.Cl[C:34](Cl)([O:36]C(=O)OC(Cl)(Cl)Cl)Cl.[NH:45]1[CH2:50][CH2:49][O:48][CH2:47][CH2:46]1. (4) The reactants are: C(O[C:4](=O)[C:5]1[CH:10]=[CH:9][C:8]([C:11]2[NH:20][C:14]3[N:15]=[CH:16][N:17]=[C:18](Cl)[C:13]=3[CH:12]=2)=[CH:7][CH:6]=1)C.[CH3:22][O:23][C:24]1[N:29]=[CH:28][C:27]([CH2:30][NH2:31])=[CH:26][CH:25]=1.CO[C:34]1[CH:41]=C[C:37](C#N)=[CH:36][N:35]=1.N.[CH3:43][CH2:44][N:45](CC)CC. Given the product [CH3:22][O:23][C:24]1[N:29]=[CH:28][C:27]([CH2:30][NH:31][C:18]2[C:13]3[CH:12]=[C:11]([C:8]4[CH:7]=[CH:6][C:5]([CH2:4][N:45]5[CH2:41][CH2:34][N:35]([CH2:36][CH3:37])[CH2:43][CH2:44]5)=[CH:10][CH:9]=4)[NH:20][C:14]=3[N:15]=[CH:16][N:17]=2)=[CH:26][CH:25]=1, predict the reactants needed to synthesize it.